Dataset: Forward reaction prediction with 1.9M reactions from USPTO patents (1976-2016). Task: Predict the product of the given reaction. Given the reactants Cl[C:2]1[N:7]=[CH:6][C:5]([NH:8][C:9]([C:11]2[N:12]([CH2:21][C:22]3[CH:27]=[CH:26][CH:25]=[C:24]([F:28])[CH:23]=3)[C:13]3[C:18]([CH:19]=2)=[CH:17][C:16]([F:20])=[CH:15][CH:14]=3)=[O:10])=[CH:4][CH:3]=1.[OH:29][CH:30]1[CH2:34][CH2:33][NH:32][CH2:31]1.O, predict the reaction product. The product is: [OH:29][CH:30]1[CH2:34][CH2:33][N:32]([C:2]2[N:7]=[CH:6][C:5]([NH:8][C:9]([C:11]3[N:12]([CH2:21][C:22]4[CH:27]=[CH:26][CH:25]=[C:24]([F:28])[CH:23]=4)[C:13]4[C:18]([CH:19]=3)=[CH:17][C:16]([F:20])=[CH:15][CH:14]=4)=[O:10])=[CH:4][CH:3]=2)[CH2:31]1.